Dataset: Reaction yield outcomes from USPTO patents with 853,638 reactions. Task: Predict the reaction yield, written as a fraction of the theoretical maximum amount of product (1.0 means a 100% yield; for example, 0.34 means a 34% yield). The reactants are [CH2:1]([O:8][C:9]1[CH:30]=[C:29]([CH2:31][CH3:32])[CH:28]=[CH:27][C:10]=1[O:11][C:12]1[CH:17]=[CH:16][C:15]([N:18]2[CH2:22][CH:21]([CH2:23][OH:24])[O:20][C:19]2=[O:25])=[CH:14][C:13]=1[F:26])[C:2]1[CH:7]=[CH:6][CH:5]=[CH:4][CH:3]=1.C(N(CC)CC)C.[CH3:40][S:41](Cl)(=[O:43])=[O:42]. The catalyst is ClCCl.O. The product is [CH2:1]([O:8][C:9]1[CH:30]=[C:29]([CH2:31][CH3:32])[CH:28]=[CH:27][C:10]=1[O:11][C:12]1[CH:17]=[CH:16][C:15]([N:18]2[CH2:22][CH:21]([CH2:23][O:24][S:41]([CH3:40])(=[O:43])=[O:42])[O:20][C:19]2=[O:25])=[CH:14][C:13]=1[F:26])[C:2]1[CH:3]=[CH:4][CH:5]=[CH:6][CH:7]=1. The yield is 0.428.